This data is from NCI-60 drug combinations with 297,098 pairs across 59 cell lines. The task is: Regression. Given two drug SMILES strings and cell line genomic features, predict the synergy score measuring deviation from expected non-interaction effect. (1) Drug 1: C1=CC(=CC=C1CCC2=CNC3=C2C(=O)NC(=N3)N)C(=O)NC(CCC(=O)O)C(=O)O. Drug 2: CC1=CC2C(CCC3(C2CCC3(C(=O)C)OC(=O)C)C)C4(C1=CC(=O)CC4)C. Cell line: OVCAR3. Synergy scores: CSS=3.36, Synergy_ZIP=-13.4, Synergy_Bliss=-20.6, Synergy_Loewe=-44.4, Synergy_HSA=-22.4. (2) Drug 1: CC1=C(C=C(C=C1)NC(=O)C2=CC=C(C=C2)CN3CCN(CC3)C)NC4=NC=CC(=N4)C5=CN=CC=C5. Drug 2: C#CCC(CC1=CN=C2C(=N1)C(=NC(=N2)N)N)C3=CC=C(C=C3)C(=O)NC(CCC(=O)O)C(=O)O. Cell line: NCI/ADR-RES. Synergy scores: CSS=11.8, Synergy_ZIP=-4.67, Synergy_Bliss=-5.19, Synergy_Loewe=-8.95, Synergy_HSA=-3.26. (3) Drug 1: C1=C(C(=O)NC(=O)N1)N(CCCl)CCCl. Drug 2: CN(C)C1=NC(=NC(=N1)N(C)C)N(C)C. Cell line: PC-3. Synergy scores: CSS=10.2, Synergy_ZIP=-1.35, Synergy_Bliss=-1.75, Synergy_Loewe=-12.2, Synergy_HSA=-2.74.